The task is: Predict the reactants needed to synthesize the given product.. This data is from Full USPTO retrosynthesis dataset with 1.9M reactions from patents (1976-2016). (1) The reactants are: C[O:2][C:3](=[O:37])[CH2:4][CH2:5][NH:6][C:7]([C:9]1([C:15]2[CH:20]=[CH:19][C:18]([CH2:21][CH2:22][CH2:23][NH:24][C@@H:25]([C:27]3[C:36]4[C:31](=[CH:32][CH:33]=[CH:34][CH:35]=4)[CH:30]=[CH:29][CH:28]=3)[CH3:26])=[CH:17][CH:16]=2)[CH2:14][CH2:13][O:12][CH2:11][CH2:10]1)=[O:8].[Li+].[OH-]. Given the product [C:27]1([C@H:25]([NH:24][CH2:23][CH2:22][CH2:21][C:18]2[CH:19]=[CH:20][C:15]([C:9]3([C:7]([NH:6][CH2:5][CH2:4][C:3]([OH:37])=[O:2])=[O:8])[CH2:14][CH2:13][O:12][CH2:11][CH2:10]3)=[CH:16][CH:17]=2)[CH3:26])[C:36]2[C:31](=[CH:32][CH:33]=[CH:34][CH:35]=2)[CH:30]=[CH:29][CH:28]=1, predict the reactants needed to synthesize it. (2) Given the product [CH3:2][C:3]1([CH3:4])[C:8]([CH3:9])([CH3:7])[O:25][B:23]([C:2]2[CH:11]=[CH:10][CH:9]=[C:8]3[C:3]=2[CH:4]=[CH:5][N:6]=[C:7]3[NH:12][C:13]2[CH:14]=[C:15]([S:19]([NH2:22])(=[O:21])=[O:20])[CH:16]=[CH:17][CH:18]=2)[O:24]1, predict the reactants needed to synthesize it. The reactants are: Br[C:2]1[CH:11]=[CH:10][CH:9]=[C:8]2[C:3]=1[CH:4]=[CH:5][N:6]=[C:7]2[NH:12][C:13]1[CH:14]=[C:15]([S:19]([NH2:22])(=[O:21])=[O:20])[CH:16]=[CH:17][CH:18]=1.[BH:23]([OH:25])[OH:24]. (3) Given the product [F:1][C:2]1[CH:7]=[CH:6][C:5]([C:8]2[CH:13]=[CH:12][N:11]=[CH:10][N:9]=2)=[C:4]([O:14][CH:15]2[CH2:19][CH2:18][N:17]([S:38]([C:36]3[CH:35]=[N:34][N:33]([CH3:32])[CH:37]=3)(=[O:40])=[O:39])[CH2:16]2)[CH:3]=1, predict the reactants needed to synthesize it. The reactants are: [F:1][C:2]1[CH:7]=[CH:6][C:5]([C:8]2[CH:13]=[CH:12][N:11]=[CH:10][N:9]=2)=[C:4]([O:14][CH:15]2[CH2:19][CH2:18][NH:17][CH2:16]2)[CH:3]=1.C(N(CC)CC)C.CN(C=O)C.[CH3:32][N:33]1[CH:37]=[C:36]([S:38](Cl)(=[O:40])=[O:39])[CH:35]=[N:34]1. (4) Given the product [N:49]([CH2:13][C:12]([F:16])([F:15])[CH2:11][C@H:10]([N:17]([CH3:25])[C:18](=[O:24])[O:19][C:20]([CH3:23])([CH3:22])[CH3:21])[CH2:9][O:8][C:6]([O:5][C:1]([CH3:4])([CH3:3])[CH3:2])=[O:7])=[N+:50]=[N-:51], predict the reactants needed to synthesize it. The reactants are: [C:1]([O:5][C:6]([O:8][CH2:9][C@@H:10]([N:17]([CH3:25])[C:18](=[O:24])[O:19][C:20]([CH3:23])([CH3:22])[CH3:21])[CH2:11][C:12]([F:16])([F:15])[CH2:13]O)=[O:7])([CH3:4])([CH3:3])[CH3:2].N1C(C)=CC=CC=1C.FC(F)(F)S(OS(C(F)(F)F)(=O)=O)(=O)=O.[N-:49]=[N+:50]=[N-:51].[Na+]. (5) Given the product [Br:22][C:23]1[CH:24]=[N:25][CH:26]=[CH:27][C:28]=1[CH2:29][N:8]([C:1]([O:3][C:4]([CH3:6])([CH3:7])[CH3:5])=[O:2])[C:9]([O:11][C:12]([CH3:15])([CH3:14])[CH3:13])=[O:10], predict the reactants needed to synthesize it. The reactants are: [C:1]([NH:8][C:9]([O:11][C:12]([CH3:15])([CH3:14])[CH3:13])=[O:10])([O:3][C:4]([CH3:7])([CH3:6])[CH3:5])=[O:2].CC(C)([O-])C.[K+].[Br:22][C:23]1[CH:24]=[N:25][CH:26]=[CH:27][C:28]=1[CH2:29]Cl.O. (6) Given the product [CH3:12][C:11]1([CH3:16])[NH:10][C:1](=[O:9])[C:2]2[CH:8]=[CH:7][CH:6]=[CH:5][C:3]=2[O:4]1, predict the reactants needed to synthesize it. The reactants are: [C:1]([NH2:10])(=[O:9])[C:2]1[C:3](=[CH:5][CH:6]=[CH:7][CH:8]=1)[OH:4].[C:11]1(C)[CH:16]=CC(S([O-])(=O)=O)=C[CH:12]=1.[NH+]1C=CC=CC=1.ClCCl.CO. (7) Given the product [C:11]([O:14][C:15](=[O:16])[NH:9][CH2:8][C:6]1[CH:5]=[CH:4][N:3]=[C:2]([Cl:1])[N:7]=1)([CH3:13])([CH3:12])[CH3:10], predict the reactants needed to synthesize it. The reactants are: [Cl:1][C:2]1[N:7]=[C:6]([C:8]#[N:9])[CH:5]=[CH:4][N:3]=1.[CH3:10][C:11]([O:14][C:15](O[C:15]([O:14][C:11]([CH3:13])([CH3:12])[CH3:10])=[O:16])=[O:16])([CH3:13])[CH3:12].